This data is from Forward reaction prediction with 1.9M reactions from USPTO patents (1976-2016). The task is: Predict the product of the given reaction. (1) Given the reactants [O:1]=[C:2]1[N:8]([CH:9]2[CH2:14][CH2:13][N:12]([C:15]([O:17][C@H:18]([CH2:40][C:41]3[CH:49]=[C:48]([CH3:50])[C:44]4[NH:45][CH:46]=[N:47][C:43]=4[CH:42]=3)[C:19]([N:21]3[CH2:26][CH2:25][CH:24]([CH:27]4[CH2:32][CH2:31][N:30](CC5C=CC=CC=5)[CH2:29][CH2:28]4)[CH2:23][CH2:22]3)=[O:20])=[O:16])[CH2:11][CH2:10]2)[CH2:7][CH2:6][C:5]2[CH:51]=[CH:52][CH:53]=[CH:54][C:4]=2[NH:3]1.[H][H], predict the reaction product. The product is: [O:1]=[C:2]1[N:8]([CH:9]2[CH2:10][CH2:11][N:12]([C:15]([O:17][C@H:18]([CH2:40][C:41]3[CH:49]=[C:48]([CH3:50])[C:44]4[NH:45][CH:46]=[N:47][C:43]=4[CH:42]=3)[C:19]([N:21]3[CH2:22][CH2:23][CH:24]([CH:27]4[CH2:32][CH2:31][NH:30][CH2:29][CH2:28]4)[CH2:25][CH2:26]3)=[O:20])=[O:16])[CH2:13][CH2:14]2)[CH2:7][CH2:6][C:5]2[CH:51]=[CH:52][CH:53]=[CH:54][C:4]=2[NH:3]1. (2) Given the reactants C([O:3][C:4](=[O:36])[CH:5]([C:10]1[CH:11]=[C:12]([C:26]2[CH:31]=[CH:30][C:29]([C:32]([F:35])([F:34])[F:33])=[CH:28][CH:27]=2)[CH:13]=[C:14]([CH:16]2[CH2:21][CH2:20][CH2:19][N:18]([S:22]([CH3:25])(=[O:24])=[O:23])[CH2:17]2)[CH:15]=1)[CH2:6][CH:7]([CH3:9])[CH3:8])C.[OH-].[K+], predict the reaction product. The product is: [CH3:25][S:22]([N:18]1[CH2:19][CH2:20][CH2:21][CH:16]([C:14]2[CH:15]=[C:10]([CH:5]([CH2:6][CH:7]([CH3:9])[CH3:8])[C:4]([OH:36])=[O:3])[CH:11]=[C:12]([C:26]3[CH:27]=[CH:28][C:29]([C:32]([F:34])([F:33])[F:35])=[CH:30][CH:31]=3)[CH:13]=2)[CH2:17]1)(=[O:23])=[O:24]. (3) Given the reactants [H-].[Na+].[I:3][C:4]1[CH:5]=[C:6]2[C:10](=[CH:11][CH:12]=1)[NH:9][C:8](=[O:13])[C:7]2([O:16][CH3:17])[O:14][CH3:15].Br[CH2:19][CH2:20][CH2:21][CH2:22][CH2:23][CH2:24][CH3:25], predict the reaction product. The product is: [I:3][C:4]1[CH:5]=[C:6]2[C:10](=[CH:11][CH:12]=1)[N:9]([CH2:19][CH2:20][CH2:21][CH2:22][CH2:23][CH2:24][CH3:25])[C:8](=[O:13])[C:7]2([O:16][CH3:17])[O:14][CH3:15]. (4) Given the reactants Br[CH:2]([CH3:19])[C:3]([CH:5]1[CH2:7][CH:6]1[C:8]1[N:18]=[C:11]2[C:12]([CH3:17])=[N:13][CH:14]=[C:15]([CH3:16])[N:10]2[N:9]=1)=O.[N:20]1[C:29]2[CH:28]=[CH:27][N:26]=[C:25]([NH2:30])[C:24]=2[CH:23]=[CH:22][CH:21]=1.C(=O)(O)[O-].[Na+], predict the reaction product. The product is: [CH3:16][C:15]1[N:10]2[N:9]=[C:8]([CH:6]3[CH2:7][CH:5]3[C:3]3[N:30]=[C:25]4[N:26]([C:2]=3[CH3:19])[CH:27]=[CH:28][C:29]3[N:20]=[CH:21][CH:22]=[CH:23][C:24]4=3)[N:18]=[C:11]2[C:12]([CH3:17])=[N:13][CH:14]=1. (5) Given the reactants [C:1]1(=O)[CH2:8][CH2:7][CH2:6][CH2:5][CH2:4][CH2:3][CH2:2]1.[CH:10]1([CH2:16][NH2:17])[CH2:15][CH2:14][CH2:13][CH2:12][CH2:11]1.C([O:20][CH:21]=[C:22]([C:28](OCC)=O)[C:23]([O:25]CC)=[O:24])C, predict the reaction product. The product is: [CH:10]1([CH2:16][N:17]2[C:21](=[O:20])[C:22]([C:23]([OH:25])=[O:24])=[CH:28][C:2]3[CH2:3][CH2:4][CH2:5][CH2:6][CH2:7][CH2:8][C:1]2=3)[CH2:15][CH2:14][CH2:13][CH2:12][CH2:11]1. (6) Given the reactants C[Si](C)(C)N[Si](C)(C)C.Cl[Si](C)(C)C.[N:15]1[CH:20]=[CH:19][C:18](=[O:21])[CH:17]([C:22]([NH2:24])=[O:23])[CH:16]=1.C(O[CH:29]1[O:51][C@@H:50]([CH2:52][O:53][C:54](=[O:61])[C:55]2[CH:60]=[CH:59][CH:58]=[CH:57][CH:56]=2)[C@H:40]([O:41][C:42](=[O:49])[C:43]2[CH:48]=[CH:47][CH:46]=[CH:45][CH:44]=2)[C@@H:30]1[O:31][C:32](=[O:39])[C:33]1[CH:38]=[CH:37][CH:36]=[CH:35][CH:34]=1)(=O)C.Cl[Sn](Cl)(Cl)Cl, predict the reaction product. The product is: [C:32]([O:31][C@H:30]1[C@@H:40]([O:41][C:42](=[O:49])[C:43]2[CH:48]=[CH:47][CH:46]=[CH:45][CH:44]=2)[C@H:50]([CH2:52][O:53][C:54](=[O:61])[C:55]2[CH:56]=[CH:57][CH:58]=[CH:59][CH:60]=2)[O:51][C@@H:29]1[N:15]1[CH:20]=[CH:19][C:18](=[O:21])[C:17]([C:22]([NH2:24])=[O:23])=[CH:16]1)(=[O:39])[C:33]1[CH:38]=[CH:37][CH:36]=[CH:35][CH:34]=1.